Predict the reaction yield, written as a fraction of the theoretical maximum amount of product (1.0 means a 100% yield; for example, 0.34 means a 34% yield). From a dataset of Reaction yield outcomes from USPTO patents with 853,638 reactions. (1) The yield is 0.660. The reactants are [C:1]([C:3]1[CH:8]=[C:7]([CH2:9][CH2:10][C:11]([O:13][C:14]([CH3:17])([CH3:16])[CH3:15])=[O:12])[CH:6]=[C:5]([CH3:18])[N:4]=1)#[N:2].[C:19](OC)(=[O:27])[C:20]1[C:21](=[CH:23][CH:24]=[CH:25][CH:26]=1)[SH:22].C(N(CC)CC)C. The catalyst is C1(C)C=CC=CC=1. The product is [CH3:18][C:5]1[CH:6]=[C:7]([CH2:9][CH2:10][C:11]([O:13][C:14]([CH3:15])([CH3:17])[CH3:16])=[O:12])[CH:8]=[C:3]([C:1]2[S:22][C:21]3[CH:23]=[CH:24][CH:25]=[CH:26][C:20]=3[C:19](=[O:27])[N:2]=2)[N:4]=1. (2) The reactants are [C:1]([C:3]1[C:11]2[C:6](=[CH:7][C:8]([O:12][CH3:13])=[CH:9][CH:10]=2)[N:5]([CH2:14][CH3:15])[C:4]=1[C:16]1[CH:24]=[CH:23][C:19]([C:20](O)=[O:21])=[CH:18][CH:17]=1)#[N:2].CN(C=O)C.C(Cl)(=O)C(Cl)=O.[NH:36]1[CH2:41][CH2:40][O:39][CH2:38][CH2:37]1. The catalyst is C(Cl)Cl. The product is [CH2:14]([N:5]1[C:6]2[C:11](=[CH:10][CH:9]=[C:8]([O:12][CH3:13])[CH:7]=2)[C:3]([C:1]#[N:2])=[C:4]1[C:16]1[CH:24]=[CH:23][C:19]([C:20]([N:36]2[CH2:41][CH2:40][O:39][CH2:38][CH2:37]2)=[O:21])=[CH:18][CH:17]=1)[CH3:15]. The yield is 0.900. (3) The catalyst is C(Cl)(Cl)Cl. The yield is 0.250. The reactants are N1([C:6]([CH2:11][CH3:12])=[CH:7][C:8]([O-:10])=[O:9])CCCC1.[N+:13]([CH2:16][CH2:17][CH3:18])([O-:15])=O.[CH2:19](N(CC)CC)[CH3:20].P(Cl)(Cl)(Cl)=O. The product is [CH2:17]([C:16]1[C:7]([C:8]([O:10][CH2:19][CH3:20])=[O:9])=[C:6]([CH2:11][CH3:12])[O:15][N:13]=1)[CH3:18]. (4) The reactants are C([O:4][CH:5]1[CH2:10][CH:9]2[N:11]([C:12]([O:14][CH2:15][C:16]3[CH:21]=[CH:20][CH:19]=[CH:18][CH:17]=3)=[O:13])[CH:6]1[CH2:7][C@H:8]2[C:22]([O:24][CH2:25][CH3:26])=[O:23])(=O)C.C1CCN2C(=NCCC2)CC1. The catalyst is CO. The product is [OH:4][CH:5]1[CH2:10][CH:9]2[N:11]([C:12]([O:14][CH2:15][C:16]3[CH:17]=[CH:18][CH:19]=[CH:20][CH:21]=3)=[O:13])[CH:6]1[CH2:7][C@H:8]2[C:22]([O:24][CH2:25][CH3:26])=[O:23]. The yield is 0.450. (5) The reactants are [OH:1][C:2]1[CH:11]=[CH:10][C:5]([C:6]([O:8][CH3:9])=[O:7])=[CH:4][C:3]=1[I:12].[H-].[Na+].[CH2:15](Br)[CH:16]=[CH2:17]. The catalyst is CN(C=O)C. The product is [CH2:17]([O:1][C:2]1[CH:11]=[CH:10][C:5]([C:6]([O:8][CH3:9])=[O:7])=[CH:4][C:3]=1[I:12])[CH:16]=[CH2:15]. The yield is 0.600. (6) The reactants are [CH3:1][O:2][C:3]([C:5]1[S:6][C:7]([C:20]#[C:21][C:22]([CH3:25])([CH3:24])[CH3:23])=[CH:8][C:9]=1[NH:10][C:11]([C@H:13]1[CH2:18][CH2:17][C@H:16]([CH3:19])[CH2:15][CH2:14]1)=[O:12])=[O:4].[H-].[Na+].Br[CH2:29][C:30]([O:32][C:33]([CH3:36])([CH3:35])[CH3:34])=[O:31]. The catalyst is CN(C=O)C. The product is [CH3:1][O:2][C:3]([C:5]1[S:6][C:7]([C:20]#[C:21][C:22]([CH3:24])([CH3:23])[CH3:25])=[CH:8][C:9]=1[N:10]([CH2:29][C:30]([O:32][C:33]([CH3:36])([CH3:35])[CH3:34])=[O:31])[C:11]([C@H:13]1[CH2:14][CH2:15][C@H:16]([CH3:19])[CH2:17][CH2:18]1)=[O:12])=[O:4]. The yield is 0.970. (7) The reactants are C1C(=O)N([Cl:8])C(=O)C1.[C:9]([OH:15])(C(F)(F)F)=[O:10].[CH3:16][O:17][C:18]([NH:20][C@@H:21]([CH:73]([CH3:75])[CH3:74])[C:22]([N:24]1[CH2:28][C@@H:27]([CH3:29])[CH2:26][C@H:25]1[C:30]1[NH:31][CH:32]=[C:33]([C:35]2[CH:36]=[C:37]3[C:42](=[CH:43][CH:44]=2)[CH:41]=[C:40]([C:45]2[CH:50]=[CH:49][C:48]([C:51]4[N:52]=[C:53]([C@@H:56]5[CH2:60][C@H:59]([CH3:61])[CH2:58][N:57]5[C:62]([C@@H:64]([NH:68][C:69](=[O:72])[O:70][CH3:71])[CH:65]([CH3:67])[CH3:66])=[O:63])[NH:54][CH:55]=4)=[CH:47][CH:46]=2)[CH:39]=[CH:38]3)[N:34]=1)=[O:23])=[O:19]. The catalyst is CN(C=O)C. The product is [C:9](=[O:15])=[O:10].[Cl:8][C:55]1[N:54]=[C:53]([C@@H:56]2[CH2:60][C@H:59]([CH3:61])[CH2:58][N:57]2[C:62](=[O:63])[C@@H:64]([NH:68][C:69]([O:70][CH3:71])=[O:72])[CH:65]([CH3:66])[CH3:67])[NH:52][C:51]=1[C:48]1[CH:47]=[CH:46][C:45]([C:40]2[CH:41]=[C:42]3[C:37](=[CH:38][CH:39]=2)[CH:36]=[C:35]([C:33]2[N:34]=[C:30]([C@@H:25]4[CH2:26][C@H:27]([CH3:29])[CH2:28][N:24]4[C:22]([C@@H:21]([NH:20][C:18](=[O:19])[O:17][CH3:16])[CH:73]([CH3:75])[CH3:74])=[O:23])[NH:31][CH:32]=2)[CH:44]=[CH:43]3)=[CH:50][CH:49]=1. The yield is 0.850. (8) The reactants are [CH3:1][O:2][C:3]([C:5]1[C:6]([CH:17]([CH3:19])[CH3:18])=[N:7][C:8]2[C:13]([C:14]=1O)=[CH:12][C:11]([Cl:16])=[CH:10][CH:9]=2)=[O:4].N.P(Cl)(Cl)([Cl:23])=O. No catalyst specified. The product is [CH3:1][O:2][C:3]([C:5]1[C:6]([CH:17]([CH3:19])[CH3:18])=[N:7][C:8]2[C:13]([C:14]=1[Cl:23])=[CH:12][C:11]([Cl:16])=[CH:10][CH:9]=2)=[O:4]. The yield is 0.610.